Dataset: Full USPTO retrosynthesis dataset with 1.9M reactions from patents (1976-2016). Task: Predict the reactants needed to synthesize the given product. (1) Given the product [NH2:1][C:2]1[N:7]([C:8]2[C:13]([F:14])=[CH:12][C:11]([CH2:15][CH:16]=[O:17])=[CH:10][C:9]=2[F:18])[C:6](=[O:19])[CH:5]=[CH:4][C:3]=1[C:20](=[O:28])[C:21]1[CH:22]=[CH:23][C:24]([F:27])=[CH:25][CH:26]=1, predict the reactants needed to synthesize it. The reactants are: [NH2:1][C:2]1[N:7]([C:8]2[C:13]([F:14])=[CH:12][C:11]([CH2:15][CH2:16][OH:17])=[CH:10][C:9]=2[F:18])[C:6](=[O:19])[CH:5]=[CH:4][C:3]=1[C:20](=[O:28])[C:21]1[CH:26]=[CH:25][C:24]([F:27])=[CH:23][CH:22]=1.CC(OI1(OC(C)=O)(OC(C)=O)OC(=O)C2C=CC=CC1=2)=O.[O-]S([O-])(=S)=O.[Na+].[Na+].C([O-])(O)=O.[Na+]. (2) Given the product [CH3:1][O:2][C:3](=[O:32])[CH2:4][C@H:5]1[C:9]2[CH:10]=[CH:11][C:12]([O:14][C@H:15]3[C:23]4[C:18](=[C:19]([C:25]5[C:26]([C:33]6[CH:38]=[CH:37][CH:36]=[CH:35][CH:34]=6)=[N:27][CH:28]=[CH:29][CH:30]=5)[CH:20]=[CH:21][C:22]=4[F:24])[CH2:17][CH2:16]3)=[CH:13][C:8]=2[O:7][CH2:6]1, predict the reactants needed to synthesize it. The reactants are: [CH3:1][O:2][C:3](=[O:32])[CH2:4][C@H:5]1[C:9]2[CH:10]=[CH:11][C:12]([O:14][C@H:15]3[C:23]4[C:18](=[C:19]([C:25]5[C:26](Br)=[N:27][CH:28]=[CH:29][CH:30]=5)[CH:20]=[CH:21][C:22]=4[F:24])[CH2:17][CH2:16]3)=[CH:13][C:8]=2[O:7][CH2:6]1.[C:33]1(B(O)O)[CH:38]=[CH:37][CH:36]=[CH:35][CH:34]=1. (3) Given the product [Cl:1][C:2]1[CH:3]=[C:4]([C:5]([N:33]2[CH2:29][CH2:28][N:27]([CH3:30])[CH2:25][CH2:26]2)=[O:7])[CH:8]=[CH:9][C:10]=1[NH:11][C:12]1[N:13]=[C:14]([C:18]2[CH:23]=[CH:22][C:21]([OH:24])=[CH:20][CH:19]=2)[CH:15]=[N:16][CH:17]=1, predict the reactants needed to synthesize it. The reactants are: [Cl:1][C:2]1[CH:3]=[C:4]([CH:8]=[CH:9][C:10]=1[NH:11][C:12]1[CH:17]=[N:16][CH:15]=[C:14]([C:18]2[CH:23]=[CH:22][C:21]([OH:24])=[CH:20][CH:19]=2)[N:13]=1)[C:5]([OH:7])=O.[CH2:25]([N:27]([CH2:30]C)[CH2:28][CH3:29])[CH3:26].C[N:33](C(ON1N=NC2C=CC=CC1=2)=[N+](C)C)C.[B-](F)(F)(F)F. (4) Given the product [O:12]1[CH2:11][CH:10]1[CH2:8][N:3]1[CH:7]=[CH:6][CH:5]=[N:4]1, predict the reactants needed to synthesize it. The reactants are: [OH-].[Na+].[NH:3]1[CH:7]=[CH:6][CH:5]=[N:4]1.[CH2:8]([CH:10]1[O:12][CH2:11]1)Cl. (5) Given the product [CH3:1][C:2]1[C:7]([NH:8][C:9]2[N:14]=[C:13]([C:15]3[CH:16]=[N:17][CH:18]=[CH:19][CH:20]=3)[CH:12]=[CH:11][N:10]=2)=[CH:6][C:5]([NH2:21])=[CH:4][N:3]=1, predict the reactants needed to synthesize it. The reactants are: [CH3:1][C:2]1[C:7]([NH:8][C:9]2[N:14]=[C:13]([C:15]3[CH:16]=[N:17][CH:18]=[CH:19][CH:20]=3)[CH:12]=[CH:11][N:10]=2)=[CH:6][C:5]([N+:21]([O-])=O)=[CH:4][N:3]=1. (6) The reactants are: [CH2:1]([O:5][C:6]1[CH:11]=[CH:10][C:9]([CH2:12][OH:13])=[C:8]([O:14][C:15]2[C:20]([Cl:21])=[CH:19][C:18]([C:22]([F:25])([F:24])[F:23])=[CH:17][N:16]=2)[CH:7]=1)[CH2:2][CH2:3][CH3:4].[CH2:26]([S:31]([NH2:34])(=[O:33])=[O:32])[CH2:27][CH2:28][CH2:29][CH3:30].N12CCCN=C1CCCCC2.Cl.CN(C)[CH:49]=[O:50]. Given the product [CH2:26]([S:31]([NH:34][C:49](=[O:50])[O:13][CH2:12][C:9]1[CH:10]=[CH:11][C:6]([O:5][CH2:1][CH2:2][CH2:3][CH3:4])=[CH:7][C:8]=1[O:14][C:15]1[C:20]([Cl:21])=[CH:19][C:18]([C:22]([F:24])([F:25])[F:23])=[CH:17][N:16]=1)(=[O:33])=[O:32])[CH2:27][CH2:28][CH2:29][CH3:30], predict the reactants needed to synthesize it. (7) Given the product [CH3:10][N:11]1[C:15]([C:2]2[S:3][C:4]([N+:7]([O-:9])=[O:8])=[CH:5][N:6]=2)=[CH:14][C:13]([C:19]([F:22])([F:21])[F:20])=[N:12]1, predict the reactants needed to synthesize it. The reactants are: Br[C:2]1[S:3][C:4]([N+:7]([O-:9])=[O:8])=[CH:5][N:6]=1.[CH3:10][N:11]1[C:15](B(O)O)=[CH:14][C:13]([C:19]([F:22])([F:21])[F:20])=[N:12]1.C(=O)([O-])[O-].[Na+].[Na+].CC(=O)OCC.[Cl-].[Na+].O. (8) Given the product [OH:6][C:7]1[CH:8]=[CH:9][C:10]([C:13]2[CH:14]=[CH:15][C:16]3[N:17]([C:19]([C:22]([NH:2][CH3:1])=[O:24])=[N:20][N:21]=3)[N:18]=2)=[CH:11][CH:12]=1, predict the reactants needed to synthesize it. The reactants are: [CH3:1][NH2:2].CO.C[O:6][C:7]1[CH:12]=[CH:11][C:10]([C:13]2[CH:14]=[CH:15][C:16]3[N:17]([C:19]([C:22]([O:24]CC)=O)=[N:20][N:21]=3)[N:18]=2)=[CH:9][CH:8]=1.ClCCl.B(Br)(Br)Br.